This data is from Catalyst prediction with 721,799 reactions and 888 catalyst types from USPTO. The task is: Predict which catalyst facilitates the given reaction. (1) Reactant: [S:1]1[CH2:6][CH2:5][NH:4][C:3]2[CH:7]=[CH:8][CH:9]=[CH:10][C:2]1=2.CCN(C(C)C)C(C)C.Cl[C:21]([C@@H:23]1[CH2:27][CH2:26][CH2:25][N:24]1[C:28](OCC1C=CC=CC=1)=O)=[O:22].[Cl:38][C:39]1[CH:44]=[CH:43][C:42]([Cl:45])=[CH:41][C:40]=1CCl. The catalyst class is: 759. Product: [S:1]1[CH2:6][CH2:5][N:4]([C:21]([C@@H:23]2[CH2:27][CH2:26][CH2:25][N:24]2[CH2:28][C:43]2[CH:44]=[C:39]([Cl:38])[CH:40]=[CH:41][C:42]=2[Cl:45])=[O:22])[C:3]2[CH:7]=[CH:8][CH:9]=[CH:10][C:2]1=2. (2) The catalyst class is: 85. Product: [F:1][C:2]1[CH:7]=[CH:6][C:5]([F:8])=[CH:4][C:3]=1[C@H:9]1[CH2:13][CH2:12][CH2:11][N:10]1[C:14]1[CH:19]=[CH:18][N:17]2[N:20]=[CH:21][C:22]([C:23]([NH:25][CH:26]3[CH2:31][N:30]4[N:32]=[CH:33][C:34]([C:35](=[O:37])[N:40]([CH3:41])[CH3:39])=[C:29]4[CH2:28][CH2:27]3)=[O:24])=[C:16]2[CH:15]=1. Reactant: [F:1][C:2]1[CH:7]=[CH:6][C:5]([F:8])=[CH:4][C:3]=1[C@H:9]1[CH2:13][CH2:12][CH2:11][N:10]1[C:14]1[CH:19]=[CH:18][N:17]2[N:20]=[CH:21][C:22]([C:23]([NH:25][CH:26]3[CH2:31][N:30]4[N:32]=[CH:33][C:34]([C:35]([OH:37])=O)=[C:29]4[CH2:28][CH2:27]3)=[O:24])=[C:16]2[CH:15]=1.C[CH2:39][N:40]=[C:41]=NCCCN(C)C.C1C=CC2N(O)N=NC=2C=1.Cl.CNC.CCN(C(C)C)C(C)C. (3) Reactant: C[O-].[Na+].[H-].[Na+].Cl.[C:7]([NH2:10])(=[NH:9])[CH3:8].[C:11]([O:15][C:16](=[O:39])[NH:17][C:18]1([C:29]2[CH:34]=[CH:33][CH:32]=[C:31]([C:35]([CH3:38])([CH3:37])[CH3:36])[CH:30]=2)[CH2:23][CH2:22][C:21](=O)[C:20](=[CH:25]N(C)C)[CH2:19]1)([CH3:14])([CH3:13])[CH3:12]. Product: [C:11]([O:15][C:16](=[O:39])[NH:17][C:18]1([C:29]2[CH:34]=[CH:33][CH:32]=[C:31]([C:35]([CH3:38])([CH3:37])[CH3:36])[CH:30]=2)[CH2:23][CH2:22][C:21]2[N:10]=[C:7]([CH3:8])[N:9]=[CH:25][C:20]=2[CH2:19]1)([CH3:13])([CH3:14])[CH3:12]. The catalyst class is: 5. (4) Reactant: [H-].[Na+].[Br:3][C:4]1[C:5](=[O:12])[N:6]([CH3:11])[C:7](=[O:10])[NH:8][N:9]=1.[F:13][C:14]([F:20])([F:19])[CH2:15][CH2:16][CH2:17]I. Product: [Br:3][C:4]1[C:5](=[O:12])[N:6]([CH3:11])[C:7](=[O:10])[N:8]([CH2:17][CH2:16][CH2:15][C:14]([F:20])([F:19])[F:13])[N:9]=1. The catalyst class is: 18. (5) Reactant: [OH-].[K+].[Cl:3][CH:4]=[C:5]1[CH:11]=[CH:10][C:9]2[CH:12]=[C:13]([C:16]([O:18]C)=[O:17])[CH:14]=[CH:15][C:8]=2[O:7][CH2:6]1.Cl. Product: [Cl:3][CH:4]=[C:5]1[CH:11]=[CH:10][C:9]2[CH:12]=[C:13]([C:16]([OH:18])=[O:17])[CH:14]=[CH:15][C:8]=2[O:7][CH2:6]1. The catalyst class is: 8. (6) Reactant: C([O:3][C:4](=O)[CH:5]=[C:6]([C:9]1[CH:14]=[C:13]([Si:15]([CH3:18])([CH3:17])[CH3:16])[N:12]=[C:11]([O:19][CH3:20])[C:10]=1[CH2:21][O:22][CH2:23][O:24][CH3:25])[CH2:7][CH3:8])C.[H-].[H-].[H-].[H-].[Li+].[Al+3]. Product: [CH3:20][O:19][C:11]1[C:10]([CH2:21][O:22][CH2:23][O:24][CH3:25])=[C:9]([C:6]([CH2:7][CH3:8])=[CH:5][CH2:4][OH:3])[CH:14]=[C:13]([Si:15]([CH3:18])([CH3:17])[CH3:16])[N:12]=1. The catalyst class is: 28.